Dataset: HIV replication inhibition screening data with 41,000+ compounds from the AIDS Antiviral Screen. Task: Binary Classification. Given a drug SMILES string, predict its activity (active/inactive) in a high-throughput screening assay against a specified biological target. The drug is CC(C)OP(=O)(OC(C)C)C(N(C)C)P(=O)(OC(C)C)OC(C)C.Cl[Sn](Cl)(Cl)c1ccccc1. The result is 0 (inactive).